Dataset: Reaction yield outcomes from USPTO patents with 853,638 reactions. Task: Predict the reaction yield, written as a fraction of the theoretical maximum amount of product (1.0 means a 100% yield; for example, 0.34 means a 34% yield). The yield is 0.480. The catalyst is O1CCCC1. The reactants are [CH3:1][C:2]1[O:6][C:5]([C:7]([O:9]C)=[O:8])=[CH:4][C:3]=1[C:11]1[N:15]([CH3:16])[N:14]=[CH:13][CH:12]=1.C1C(=O)N([Br:24])C(=O)C1.[OH-].[Na+]. The product is [Br:24][C:12]1[CH:13]=[N:14][N:15]([CH3:16])[C:11]=1[C:3]1[CH:4]=[C:5]([C:7]([OH:9])=[O:8])[O:6][C:2]=1[CH3:1].